This data is from Full USPTO retrosynthesis dataset with 1.9M reactions from patents (1976-2016). The task is: Predict the reactants needed to synthesize the given product. Given the product [Cl:20][C:17]1[CH:16]=[CH:15][C:14]([C:11]([CH3:13])([CH3:12])[C:10](=[O:21])[CH2:9][S:1][C:2]2[N:3]([CH3:7])[CH:4]=[CH:5][N:6]=2)=[CH:19][CH:18]=1, predict the reactants needed to synthesize it. The reactants are: [SH:1][C:2]1[N:3]([CH3:7])[CH:4]=[CH:5][N:6]=1.Br[CH2:9][C:10](=[O:21])[C:11]([C:14]1[CH:19]=[CH:18][C:17]([Cl:20])=[CH:16][CH:15]=1)([CH3:13])[CH3:12].CCN(CC)CC.ClC1C=CC=CC=1C(Cl)(C1C=CC=CC=1)C1C=CC=CC=1.